From a dataset of Forward reaction prediction with 1.9M reactions from USPTO patents (1976-2016). Predict the product of the given reaction. (1) Given the reactants [NH2:1][N:2]1[C:11](=[O:12])[C:10]2[C:5](=[CH:6][CH:7]=[CH:8][CH:9]=2)[N:4]=[C:3]1[CH2:13][CH3:14].[C:15]12([CH2:25][C:26](Cl)=[O:27])[CH2:24][CH:19]3[CH2:20][CH:21]([CH2:23][CH:17]([CH2:18]3)[CH2:16]1)[CH2:22]2, predict the reaction product. The product is: [C:15]12([CH2:25][C:26]([NH:1][N:2]3[C:11](=[O:12])[C:10]4[C:5](=[CH:6][CH:7]=[CH:8][CH:9]=4)[N:4]=[C:3]3[CH2:13][CH3:14])=[O:27])[CH2:22][CH:21]3[CH2:20][CH:19]([CH2:18][CH:17]([CH2:23]3)[CH2:16]1)[CH2:24]2. (2) Given the reactants C([O:3][C:4](=[O:24])[CH:5]([CH2:15][S:16][CH2:17][C:18]1[CH:23]=[CH:22][CH:21]=[CH:20][CH:19]=1)[CH2:6][S:7][CH2:8][C:9]1[CH:14]=[CH:13][CH:12]=[CH:11][CH:10]=1)C.O.O1CCOCC1.C(O)C, predict the reaction product. The product is: [CH2:8]([S:7][CH2:6][CH:5]([CH2:15][S:16][CH2:17][C:18]1[CH:19]=[CH:20][CH:21]=[CH:22][CH:23]=1)[C:4]([OH:24])=[O:3])[C:9]1[CH:10]=[CH:11][CH:12]=[CH:13][CH:14]=1. (3) Given the reactants F[C:2]1[CH:3]=[CH:4][C:5]([N+:10]([O-:12])=[O:11])=[C:6]([CH:9]=1)[C:7]#[N:8].[CH2:13]([OH:20])[C:14]1[CH:19]=[CH:18][CH:17]=[CH:16][CH:15]=1.C(=O)([O-])[O-].[K+].[K+].O, predict the reaction product. The product is: [CH2:13]([O:20][C:2]1[CH:3]=[CH:4][C:5]([N+:10]([O-:12])=[O:11])=[C:6]([CH:9]=1)[C:7]#[N:8])[C:14]1[CH:19]=[CH:18][CH:17]=[CH:16][CH:15]=1. (4) Given the reactants [Cl:1][C:2]1[N:10]=[C:9]([Cl:11])[CH:8]=[CH:7][C:3]=1[C:4]([OH:6])=[O:5].[C:12](=O)([O-])[O-].[K+].[K+].COS(OC)(=O)=O, predict the reaction product. The product is: [CH3:12][O:5][C:4](=[O:6])[C:3]1[CH:7]=[CH:8][C:9]([Cl:11])=[N:10][C:2]=1[Cl:1].